Dataset: Retrosynthesis with 50K atom-mapped reactions and 10 reaction types from USPTO. Task: Predict the reactants needed to synthesize the given product. (1) Given the product c1cc(N2CCCNCC2)nc(-n2ncc3cnc(-c4cnn(CC5CC5)c4)cc32)c1, predict the reactants needed to synthesize it. The reactants are: CC(C)(C)OC(=O)N1CCCN(c2cccc(-n3ncc4cnc(-c5cnn(CC6CC6)c5)cc43)n2)CC1. (2) The reactants are: C#CCBr.Nc1ccc(OC(F)(F)F)cc1. Given the product C#CCNc1ccc(OC(F)(F)F)cc1, predict the reactants needed to synthesize it. (3) Given the product COc1ccc(OCCOS(C)(=O)=O)c(CN(C(C)=O)c2cc(F)ccc2Oc2ccccc2)c1, predict the reactants needed to synthesize it. The reactants are: COc1ccc(OCCO)c(CN(C(C)=O)c2cc(F)ccc2Oc2ccccc2)c1.CS(=O)(=O)Cl. (4) Given the product O=C(NC(Cc1cc(=O)[nH]c2ccccc12)C(=O)OCC1CCCCC1)c1ccc(Cl)cc1, predict the reactants needed to synthesize it. The reactants are: O=C(NC(Cc1cc(=O)[nH]c2ccccc12)C(=O)O)c1ccc(Cl)cc1.OCC1CCCCC1. (5) Given the product CC#CCOc1ccc(S(=O)(=O)NC)cc1, predict the reactants needed to synthesize it. The reactants are: CC#CCOc1ccc(S(=O)(=O)Cl)cc1.CN. (6) Given the product CC(C)(C)OC(=O)Nc1ccc(C(F)F)nc1, predict the reactants needed to synthesize it. The reactants are: CC(C)(C)OC(=O)Nc1ccc(C(F)(F)Cl)nc1. (7) The reactants are: CCOC(=O)CCc1c[nH]c2cc(-c3noc(-c4cnc(OC(C)C)c(C(F)(F)F)c4)n3)ccc12. Given the product CC(C)Oc1ncc(-c2nc(-c3ccc4c(CCC(=O)O)c[nH]c4c3)no2)cc1C(F)(F)F, predict the reactants needed to synthesize it.